The task is: Predict which catalyst facilitates the given reaction.. This data is from Catalyst prediction with 721,799 reactions and 888 catalyst types from USPTO. Reactant: [CH2:1]([O:3][C:4]([NH:6][C:7]1[CH:8]=[C:9]([CH2:13][CH2:14][S:15][CH2:16][C:17]([OH:19])=O)[CH:10]=[CH:11][CH:12]=1)=[O:5])[CH3:2].S(Cl)(Cl)=O.[Al+3].[Cl-].[Cl-].[Cl-]. Product: [CH2:1]([O:3][C:4](=[O:5])[NH:6][C:7]1[CH:12]=[CH:11][C:10]2[C:17](=[O:19])[CH2:16][S:15][CH2:14][CH2:13][C:9]=2[CH:8]=1)[CH3:2]. The catalyst class is: 120.